Task: Predict the reaction yield, written as a fraction of the theoretical maximum amount of product (1.0 means a 100% yield; for example, 0.34 means a 34% yield).. Dataset: Reaction yield outcomes from USPTO patents with 853,638 reactions (1) The reactants are [Cl:1][C:2]1[CH:3]=[C:4](/[CH:8]=[CH:9]/[C:10]([N:12]2[CH2:18][CH2:17][C:16](=[O:19])[N:15]([CH2:20][CH2:21][CH2:22][OH:23])[CH2:14][C@H:13]2[CH3:24])=[O:11])[CH:5]=[CH:6][CH:7]=1.CC1(C)N([O])C(C)(C)CCC1.[Br-].[K+].Cl[O-].[Na+].C([O-])(O)=[O:42].[Na+]. The catalyst is CO. The product is [Cl:1][C:2]1[CH:3]=[C:4](/[CH:8]=[CH:9]/[C:10]([N:12]2[CH2:18][CH2:17][C:16](=[O:19])[N:15]([CH2:20][CH2:21][C:22]([OH:42])=[O:23])[CH2:14][C@H:13]2[CH3:24])=[O:11])[CH:5]=[CH:6][CH:7]=1. The yield is 0.920. (2) The reactants are Cl.[CH:2]1([C:5]2[C:6]([N:25]([C:30]3[CH:35]=[C:34]([CH2:36]OCOC)[C:33]([B:41]4[O:45]C(C)(C)C(C)(C)[O:42]4)=[C:32]([F:50])[CH:31]=3)[S:26]([CH3:29])(=[O:28])=[O:27])=[CH:7][C:8]3[O:12][C:11]([C:13]4[CH:18]=[CH:17][C:16]([F:19])=[CH:15][CH:14]=4)=[C:10]([C:20]([NH:22][CH3:23])=[O:21])[C:9]=3[CH:24]=2)[CH2:4][CH2:3]1. The catalyst is C1COCC1.CO.C(Cl)Cl. The product is [CH:2]1([C:5]2[C:6]([N:25]([C:30]3[CH:31]=[C:32]([F:50])[C:33]4[B:41]([OH:42])[O:45][CH2:36][C:34]=4[CH:35]=3)[S:26]([CH3:29])(=[O:27])=[O:28])=[CH:7][C:8]3[O:12][C:11]([C:13]4[CH:18]=[CH:17][C:16]([F:19])=[CH:15][CH:14]=4)=[C:10]([C:20]([NH:22][CH3:23])=[O:21])[C:9]=3[CH:24]=2)[CH2:4][CH2:3]1. The yield is 0.0624. (3) The reactants are [CH2:1]([N:3]([CH2:37][CH3:38])[CH2:4][CH2:5][CH2:6][NH:7][C:8]1[N:9]=[C:10]([C:27]2[CH:28]=[C:29]([CH:33]=[CH:34][C:35]=2[CH3:36])[C:30]([OH:32])=O)[C:11]2[CH:17]=[CH:16][C:15](=[O:18])[N:14]([C:19]3[C:24]([F:25])=[CH:23][CH:22]=[CH:21][C:20]=3[F:26])[C:12]=2[N:13]=1)[CH3:2].CN(C(ON1N=NC2C=CC=CC1=2)=[N+](C)C)C.F[P-](F)(F)(F)(F)F.[F:63][C:64]([F:68])([F:67])[CH2:65][NH2:66]. The catalyst is C(Cl)Cl. The product is [CH2:37]([N:3]([CH2:1][CH3:2])[CH2:4][CH2:5][CH2:6][NH:7][C:8]1[N:9]=[C:10]([C:27]2[CH:28]=[C:29]([CH:33]=[CH:34][C:35]=2[CH3:36])[C:30]([NH:66][CH2:65][C:64]([F:68])([F:67])[F:63])=[O:32])[C:11]2[CH:17]=[CH:16][C:15](=[O:18])[N:14]([C:19]3[C:20]([F:26])=[CH:21][CH:22]=[CH:23][C:24]=3[F:25])[C:12]=2[N:13]=1)[CH3:38]. The yield is 0.800. (4) The reactants are [CH3:1][O:2][C:3]1[CH:4]=[C:5]2[C:10](=[CH:11][C:12]=1[O:13][CH3:14])[N:9]=[CH:8][N:7]=[C:6]2[CH:15]1[CH2:20][CH2:19][NH:18][CH2:17][CH2:16]1.[CH2:21]([O:23][C:24]1[CH:29]=[CH:28][C:27]([N:30]=[C:31]=[O:32])=[CH:26][CH:25]=1)[CH3:22]. The catalyst is CN(C=O)C. The product is [CH2:21]([O:23][C:24]1[CH:29]=[CH:28][C:27]([NH:30][C:31]([N:18]2[CH2:19][CH2:20][CH:15]([C:6]3[C:5]4[C:10](=[CH:11][C:12]([O:13][CH3:14])=[C:3]([O:2][CH3:1])[CH:4]=4)[N:9]=[CH:8][N:7]=3)[CH2:16][CH2:17]2)=[O:32])=[CH:26][CH:25]=1)[CH3:22]. The yield is 0.200. (5) The reactants are Br[C:2]1[CH:10]=[CH:9][C:5]([CH2:6][CH2:7][OH:8])=[CH:4][CH:3]=1.P([C:20]([CH3:23])([CH3:22])[CH3:21])([C:20]([CH3:23])([CH3:22])[CH3:21])[C:20]([CH3:23])([CH3:22])[CH3:21].CN(C=[O:28])C.O.[CH2:30]([O:32]C(=O)C)[CH3:31]. The catalyst is C1C=CC(/C=C/C(/C=C/C2C=CC=CC=2)=O)=CC=1.C1C=CC(/C=C/C(/C=C/C2C=CC=CC=2)=O)=CC=1.[Pd].[F-].[F-].[Zn+2]. The product is [CH2:30]([O:32][C:23](=[O:28])[C:20]([C:2]1[CH:10]=[CH:9][C:5]([CH2:6][CH2:7][OH:8])=[CH:4][CH:3]=1)([CH3:21])[CH3:22])[CH3:31]. The yield is 0.920.